Task: Predict the product of the given reaction.. Dataset: Forward reaction prediction with 1.9M reactions from USPTO patents (1976-2016) (1) Given the reactants CI.[C:3]1([C:9]2([C:12]([OH:14])=[O:13])[CH2:11][CH2:10]2)[CH:8]=[CH:7][CH:6]=[CH:5][CH:4]=1.[C:15](=O)([O-])[O-].[K+].[K+].CN(C)C=O, predict the reaction product. The product is: [C:3]1([C:9]2([C:12]([O:14][CH3:15])=[O:13])[CH2:11][CH2:10]2)[CH:8]=[CH:7][CH:6]=[CH:5][CH:4]=1. (2) Given the reactants [CH3:1][S:2]([CH2:5][CH2:6][CH2:7][OH:8])(=[O:4])=[O:3].N(C(N1CCCCC1)=O)=N[C:11](N1CCCCC1)=[O:12].[Cl:27][C:28]1[CH:47]=[CH:46][C:31]([NH:32][C:33]2[C:42]3[C:37](=[CH:38][C:39](O)=[C:40](OC)[CH:41]=3)[N:36]=[CH:35][N:34]=2)=[C:30]([F:48])[CH:29]=1.C(P(CCCC)CCCC)CCC.Cl, predict the reaction product. The product is: [ClH:27].[Cl:27][C:28]1[CH:47]=[CH:46][C:31]([NH:32][C:33]2[C:42]3[C:37](=[CH:38][C:39]([O:8][CH2:7][CH2:6][CH2:5][S:2]([CH3:1])(=[O:4])=[O:3])=[CH:40][CH:41]=3)[N:36]=[C:35]([O:12][CH3:11])[N:34]=2)=[C:30]([F:48])[CH:29]=1. (3) The product is: [CH3:53][CH:54]1[CH2:58][C:57](=[O:59])[CH2:56][CH:55]1[C:60]([O:62][CH2:63][CH3:64])=[O:61].[CH3:53][C@@H:54]1[CH2:58][C:57](=[O:59])[CH2:56][C@@H:55]1[C:60]([O:62][CH2:63][CH3:64])=[O:61]. Given the reactants C1C=CC(P(C2C=CC3C(=CC=CC=3)C=2C2C3C(=CC=CC=3)C=CC=2P(C2C=CC=CC=2)C2C=CC=CC=2)C2C=CC=CC=2)=CC=1.CC(C)([O-])C.[Na+].[CH3:53][C:54]1[CH:55]([C:60]([O:62][CH2:63][CH3:64])=[O:61])[CH2:56][C:57](=[O:59])[CH:58]=1.C(O)(C)(C)C, predict the reaction product. (4) The product is: [Cl:32][CH2:3][CH2:4][CH2:5][CH2:6][CH2:7][N:8]1[C:16]2[C:11](=[CH:12][CH:13]=[CH:14][CH:15]=2)[CH:10]=[CH:9]1. Given the reactants ClC[CH2:3][CH2:4][CH2:5][CH2:6][CH2:7][N:8]1[C:16]2[C:11](=[CH:12][CH:13]=[CH:14][CH:15]=2)[CH:10]=[CH:9]1.N1C2C(=CC=CC=2)C=C1.BrCCCCC[Cl:32], predict the reaction product. (5) Given the reactants [CH3:1][O:2][C:3]1[CH:8]=[CH:7][C:6]([S:9]([C:12]2[CH:18]=[CH:17][C:15]([NH2:16])=[CH:14][CH:13]=2)(=[O:11])=[O:10])=[CH:5][CH:4]=1.[N:19]1[CH:24]=[CH:23][CH:22]=[C:21]([CH:25]=[CH:26][C:27](Cl)=[O:28])[CH:20]=1.C([O-])([O-])=O.[K+].[K+], predict the reaction product. The product is: [CH3:1][O:2][C:3]1[CH:4]=[CH:5][C:6]([S:9]([C:12]2[CH:18]=[CH:17][C:15]([NH:16][C:27](=[O:28])[CH:26]=[CH:25][C:21]3[CH:20]=[N:19][CH:24]=[CH:23][CH:22]=3)=[CH:14][CH:13]=2)(=[O:10])=[O:11])=[CH:7][CH:8]=1. (6) Given the reactants [CH2:1]([O:3][CH2:4][CH2:5][CH2:6][N:7]([CH2:30][C:31]1[CH:36]=[CH:35][C:34]([CH:37]([CH3:39])[CH3:38])=[CH:33][CH:32]=1)[C:8](=[O:29])[CH2:9][CH2:10][C:11]1[CH:28]=[CH:27][C:14]([O:15][CH2:16][C:17]2[CH:26]=[CH:25][CH:24]=[CH:23][C:18]=2[C:19]([O:21]C)=[O:20])=[CH:13][CH:12]=1)[CH3:2].[Li+].[OH-].CCOC(C)=O, predict the reaction product. The product is: [CH2:1]([O:3][CH2:4][CH2:5][CH2:6][N:7]([CH2:30][C:31]1[CH:36]=[CH:35][C:34]([CH:37]([CH3:38])[CH3:39])=[CH:33][CH:32]=1)[C:8](=[O:29])[CH2:9][CH2:10][C:11]1[CH:28]=[CH:27][C:14]([O:15][CH2:16][C:17]2[CH:26]=[CH:25][CH:24]=[CH:23][C:18]=2[C:19]([OH:21])=[O:20])=[CH:13][CH:12]=1)[CH3:2]. (7) Given the reactants [NH:1]1[CH:5]=[CH:4][CH:3]=[N:2]1.[H-].[Na+].[Cl:8][C:9]1[CH:10]=[C:11]([C:16]2([C:30]([F:33])([F:32])[F:31])[O:20][N:19]=[C:18]([C:21]3[CH:22]=[CH:23][C:24](F)=[C:25]([CH:28]=3)[C:26]#[N:27])[CH2:17]2)[CH:12]=[C:13]([Cl:15])[CH:14]=1.O, predict the reaction product. The product is: [Cl:8][C:9]1[CH:10]=[C:11]([C:16]2([C:30]([F:32])([F:31])[F:33])[O:20][N:19]=[C:18]([C:21]3[CH:22]=[CH:23][C:24]([N:1]4[CH:5]=[CH:4][CH:3]=[N:2]4)=[C:25]([CH:28]=3)[C:26]#[N:27])[CH2:17]2)[CH:12]=[C:13]([Cl:15])[CH:14]=1.